From a dataset of Reaction yield outcomes from USPTO patents with 853,638 reactions. Predict the reaction yield, written as a fraction of the theoretical maximum amount of product (1.0 means a 100% yield; for example, 0.34 means a 34% yield). (1) The reactants are [CH3:1][O:2][C:3]1[CH:8]=[CH:7][C:6]([CH2:9][C:10]([C:12]2[CH:19]=[CH:18][C:15]([C:16]#[N:17])=[CH:14][C:13]=2[CH3:20])=[O:11])=[CH:5][CH:4]=1.C[Si](C)(C)[N-][Si](C)(C)C.[Li+].Br[CH2:32][CH:33]=[CH2:34]. The catalyst is O1CCCC1. The product is [CH3:1][O:2][C:3]1[CH:4]=[CH:5][C:6]([CH:9]([CH2:34][CH:33]=[CH2:32])[C:10]([C:12]2[CH:19]=[CH:18][C:15]([C:16]#[N:17])=[CH:14][C:13]=2[CH3:20])=[O:11])=[CH:7][CH:8]=1. The yield is 0.352. (2) The reactants are CCN(CC)CC.[SH:8][CH2:9][C:10]([OH:12])=[O:11].Cl[C:14]1[CH:19]=[CH:18][C:17]([N+:20]([O-:22])=[O:21])=[CH:16][C:15]=1[N+:23]([O-:25])=[O:24].O. The catalyst is O1CCOCC1. The product is [N+:20]([C:17]1[CH:16]=[C:15]([N+:23]([O-:25])=[O:24])[CH:14]=[CH:19][C:18]=1[S:8][CH2:9][C:10]([OH:12])=[O:11])([O-:22])=[O:21]. The yield is 0.740. (3) The reactants are [F:1][C:2]1[CH:7]=[CH:6][C:5]([C:8]2([C:14](O)=O)[CH2:13][CH2:12][CH2:11][CH2:10][CH2:9]2)=[CH:4][CH:3]=1.[CH3:17][NH:18][CH3:19]. No catalyst specified. The yield is 0.0900. The product is [F:1][C:2]1[CH:7]=[CH:6][C:5]([C:8]2([CH2:14][N:18]([CH3:19])[CH3:17])[CH2:13][CH2:12][CH2:11][CH2:10][CH2:9]2)=[CH:4][CH:3]=1.